From a dataset of Reaction yield outcomes from USPTO patents with 853,638 reactions. Predict the reaction yield, written as a fraction of the theoretical maximum amount of product (1.0 means a 100% yield; for example, 0.34 means a 34% yield). (1) The reactants are Br[CH2:2][C:3]([C:5]1[CH:10]=[CH:9][C:8]([O:11][CH3:12])=[C:7]([O:13][CH3:14])[CH:6]=1)=O.[C:15]([NH2:18])(=[S:17])[CH3:16]. The catalyst is C(O)C. The product is [CH3:14][O:13][C:7]1[CH:6]=[C:5]([C:3]2[N:18]=[C:15]([CH3:16])[S:17][CH:2]=2)[CH:10]=[CH:9][C:8]=1[O:11][CH3:12]. The yield is 1.00. (2) The reactants are [CH3:1][O:2][C:3]1[CH:4]=[C:5]2[C:9](=[CH:10][CH:11]=1)[C@H:8]([C@H:12]([CH2:16][CH3:17])[C:13]([OH:15])=[O:14])[CH2:7][CH2:6]2.[C:18]([O-])(O)=O.[Na+].CI.O. The catalyst is CN(C=O)C. The product is [CH3:1][O:2][C:3]1[CH:4]=[C:5]2[C:9](=[CH:10][CH:11]=1)[C@H:8]([C@H:12]([CH2:16][CH3:17])[C:13]([O:15][CH3:18])=[O:14])[CH2:7][CH2:6]2. The yield is 0.990.